Dataset: Forward reaction prediction with 1.9M reactions from USPTO patents (1976-2016). Task: Predict the product of the given reaction. Given the reactants [CH2:1]([S:8][C:9]1[CH:14]=[CH:13][CH:12]=[CH:11][C:10]=1[S:15]([N:18]1[CH2:23][CH2:22][O:21][CH2:20][CH2:19]1)(=[O:17])=[O:16])[C:2]1[CH:7]=[CH:6][CH:5]=[CH:4][CH:3]=1.[OH:24]O, predict the reaction product. The product is: [CH2:1]([S:8]([C:9]1[CH:14]=[CH:13][CH:12]=[CH:11][C:10]=1[S:15]([N:18]1[CH2:23][CH2:22][O:21][CH2:20][CH2:19]1)(=[O:17])=[O:16])=[O:24])[C:2]1[CH:3]=[CH:4][CH:5]=[CH:6][CH:7]=1.